Dataset: Peptide-MHC class I binding affinity with 185,985 pairs from IEDB/IMGT. Task: Regression. Given a peptide amino acid sequence and an MHC pseudo amino acid sequence, predict their binding affinity value. This is MHC class I binding data. (1) The peptide sequence is LPYPVLLKI. The MHC is HLA-A26:01 with pseudo-sequence HLA-A26:01. The binding affinity (normalized) is 0.0847. (2) The peptide sequence is VSSMSSRLW. The MHC is HLA-B57:01 with pseudo-sequence HLA-B57:01. The binding affinity (normalized) is 0.821. (3) The peptide sequence is ITEMLQKEY. The MHC is HLA-A30:02 with pseudo-sequence HLA-A30:02. The binding affinity (normalized) is 0.524. (4) The peptide sequence is IFLKPDETF. The MHC is HLA-A24:03 with pseudo-sequence HLA-A24:03. The binding affinity (normalized) is 0.667. (5) The peptide sequence is RMRGAHTNDV. The MHC is HLA-B54:01 with pseudo-sequence HLA-B54:01. The binding affinity (normalized) is 0. (6) The peptide sequence is AFLLFLVLI. The MHC is HLA-A30:02 with pseudo-sequence HLA-A30:02. The binding affinity (normalized) is 0.128. (7) The peptide sequence is TEMYIMYAM. The MHC is HLA-B83:01 with pseudo-sequence HLA-B83:01. The binding affinity (normalized) is 0.213.